Dataset: Aqueous solubility values for 9,982 compounds from the AqSolDB database. Task: Regression/Classification. Given a drug SMILES string, predict its absorption, distribution, metabolism, or excretion properties. Task type varies by dataset: regression for continuous measurements (e.g., permeability, clearance, half-life) or binary classification for categorical outcomes (e.g., BBB penetration, CYP inhibition). For this dataset (solubility_aqsoldb), we predict Y. (1) The molecule is CC(Br)CCl. The Y is -1.85 log mol/L. (2) The compound is NO. The Y is -0.763 log mol/L.